Dataset: Catalyst prediction with 721,799 reactions and 888 catalyst types from USPTO. Task: Predict which catalyst facilitates the given reaction. (1) Reactant: [C:9]1([S:8][S:8][C:9]2[CH:14]=[CH:13][CH:12]=[CH:11][CH:10]=2)[CH:14]=[CH:13][CH:12]=[CH:11][CH:10]=1.P(CCCC)(CCCC)CCCC.[CH3:28][N:29]([CH3:47])[C:30](=[O:46])[CH2:31][C@@H:32]([NH:35][C:36](=[O:45])[O:37][CH2:38][C:39]1[CH:44]=[CH:43][CH:42]=[CH:41][CH:40]=1)[CH2:33]O. Product: [CH3:47][N:29]([CH3:28])[C:30](=[O:46])[CH2:31][C@@H:32]([NH:35][C:36](=[O:45])[O:37][CH2:38][C:39]1[CH:40]=[CH:41][CH:42]=[CH:43][CH:44]=1)[CH2:33][S:8][C:9]1[CH:10]=[CH:11][CH:12]=[CH:13][CH:14]=1. The catalyst class is: 11. (2) Reactant: [N:1]1[NH:2][N:3]=[N:4][C:5]=1[C:6]1[CH:13]=[CH:12][C:9]([CH:10]=O)=[CH:8][CH:7]=1.[C:14]1([CH2:20][C:21]([C:23]2[CH:24]=[N:25][CH:26]=[CH:27][CH:28]=2)=O)[CH:19]=[CH:18][CH:17]=[CH:16][CH:15]=1.[NH2:29][C:30]([NH2:32])=[O:31].Cl. Product: [N:1]1[NH:2][N:3]=[N:4][C:5]=1[C:6]1[CH:13]=[CH:12][C:9]([CH:10]2[C:20]([C:14]3[CH:19]=[CH:18][CH:17]=[CH:16][CH:15]=3)=[C:21]([C:23]3[CH:24]=[N:25][CH:26]=[CH:27][CH:28]=3)[NH:32][C:30](=[O:31])[NH:29]2)=[CH:8][CH:7]=1. The catalyst class is: 14. (3) Reactant: Cl.[CH:2]12[O:10][CH:6]([CH2:7][NH:8][CH2:9]1)[CH2:5][N:4]([CH2:11][C:12]1[CH:19]=[CH:18][C:15]([C:16]#[N:17])=[CH:14][CH:13]=1)[CH2:3]2.Br[CH2:21][CH2:22][CH2:23][NH:24][C:25](=[O:31])[O:26][C:27]([CH3:30])([CH3:29])[CH3:28].C([O-])([O-])=O.[K+].[K+]. Product: [C:27]([O:26][C:25](=[O:31])[NH:24][CH2:23][CH2:22][CH2:21][N:8]1[CH2:9][CH:2]2[O:10][CH:6]([CH2:5][N:4]([CH2:11][C:12]3[CH:19]=[CH:18][C:15]([C:16]#[N:17])=[CH:14][CH:13]=3)[CH2:3]2)[CH2:7]1)([CH3:30])([CH3:29])[CH3:28]. The catalyst class is: 10. (4) Reactant: I.[Cl:2][C:3]1[CH:8]=[CH:7][CH:6]=[CH:5][C:4]=1[C@H:9]1[C@@H:13]([C:14]2[CH:19]=[CH:18][CH:17]=[CH:16][C:15]=2[Cl:20])[NH:12][C:11]([S:21][CH3:22])=[N:10]1.[C:23]([O:27][C:28](O[C:28]([O:27][C:23]([CH3:26])([CH3:25])[CH3:24])=[O:29])=[O:29])([CH3:26])([CH3:25])[CH3:24].C(N(CC)C(C)C)(C)C. Product: [Cl:2][C:3]1[CH:8]=[CH:7][CH:6]=[CH:5][C:4]=1[C@H:9]1[C@@H:13]([C:14]2[CH:19]=[CH:18][CH:17]=[CH:16][C:15]=2[Cl:20])[N:12]([C:28]([O:27][C:23]([CH3:26])([CH3:25])[CH3:24])=[O:29])[C:11]([S:21][CH3:22])=[N:10]1. The catalyst class is: 119. (5) Reactant: [F:1][C:2]1[CH:7]=[CH:6][CH:5]=[C:4]([F:8])[C:3]=1[OH:9].[C:10](=O)([O-])[O-].[K+].[K+].CI. The catalyst class is: 21. Product: [F:1][C:2]1[CH:7]=[CH:6][CH:5]=[C:4]([F:8])[C:3]=1[O:9][CH3:10]. (6) Reactant: [F:1][C:2]1[CH:7]=[CH:6][C:5](/[CH:8]=[CH:9]/[C:10]2[CH:15]=[CH:14][C:13]([S:16]([C:19]3[C:20]([C:25]([O:27]C)=[O:26])=[N:21][CH:22]=[CH:23][CH:24]=3)(=[O:18])=[O:17])=[CH:12][CH:11]=2)=[CH:4][CH:3]=1.[OH-].[Li+].O.[OH-].[Na+]. Product: [F:1][C:2]1[CH:7]=[CH:6][C:5](/[CH:8]=[CH:9]/[C:10]2[CH:11]=[CH:12][C:13]([S:16]([C:19]3[C:20]([C:25]([OH:27])=[O:26])=[N:21][CH:22]=[CH:23][CH:24]=3)(=[O:18])=[O:17])=[CH:14][CH:15]=2)=[CH:4][CH:3]=1. The catalyst class is: 7. (7) Reactant: C(OC([N:8]1[CH2:13][CH2:12][CH:11]([NH:14][C:15]2[O:16][C:17]3[C:23]([N+:24]([O-:26])=[O:25])=[CH:22][CH:21]=[CH:20][C:18]=3[N:19]=2)[CH2:10][CH2:9]1)=O)(C)(C)C.C(O)(C(F)(F)F)=O. Product: [N+:24]([C:23]1[C:17]2[O:16][C:15]([NH:14][CH:11]3[CH2:12][CH2:13][NH:8][CH2:9][CH2:10]3)=[N:19][C:18]=2[CH:20]=[CH:21][CH:22]=1)([O-:26])=[O:25]. The catalyst class is: 2.